Dataset: Reaction yield outcomes from USPTO patents with 853,638 reactions. Task: Predict the reaction yield, written as a fraction of the theoretical maximum amount of product (1.0 means a 100% yield; for example, 0.34 means a 34% yield). The reactants are [CH3:1][C:2]1[N:6]2[CH:7]=[C:8]([NH2:12])[CH:9]=[C:10]([CH3:11])[C:5]2=[N:4][N:3]=1.[Cl:13][C:14]1[CH:21]=[CH:20][C:17]([CH:18]=O)=[CH:16][CH:15]=1.[O:22]=[C:23]([CH2:29][C:30](=[O:32])[CH3:31])[C:24](OCC)=[O:25]. The catalyst is C(O)(=O)C. The product is [C:30]([C:29]1[CH:18]([C:17]2[CH:20]=[CH:21][C:14]([Cl:13])=[CH:15][CH:16]=2)[N:12]([C:8]2[CH:9]=[C:10]([CH3:11])[C:5]3[N:6]([C:2]([CH3:1])=[N:3][N:4]=3)[CH:7]=2)[C:24](=[O:25])[C:23]=1[OH:22])(=[O:32])[CH3:31]. The yield is 0.790.